Dataset: Full USPTO retrosynthesis dataset with 1.9M reactions from patents (1976-2016). Task: Predict the reactants needed to synthesize the given product. (1) Given the product [CH3:13][C:14]1[NH:1][C:2]2[C:3]([CH3:12])=[C:4]([N+:9]([O-:11])=[O:10])[CH:5]=[CH:6][C:7]=2[N:8]=1, predict the reactants needed to synthesize it. The reactants are: [NH2:1][C:2]1[C:7]([NH2:8])=[CH:6][CH:5]=[C:4]([N+:9]([O-:11])=[O:10])[C:3]=1[CH3:12].[C:13](O)(=O)[CH3:14].Cl.[OH-].[NH4+]. (2) Given the product [C:5]([O:8][C:9]1[CH:14]=[C:13]([N+:1]([O-:4])=[O:2])[C:12]([NH:15][C:16](=[O:18])[CH3:17])=[C:11]([CH3:19])[CH:10]=1)(=[O:7])[CH3:6], predict the reactants needed to synthesize it. The reactants are: [N+:1]([O-:4])(O)=[O:2].[C:5]([O:8][C:9]1[CH:14]=[CH:13][C:12]([NH:15][C:16](=[O:18])[CH3:17])=[C:11]([CH3:19])[CH:10]=1)(=[O:7])[CH3:6].[OH-].[Na+]. (3) Given the product [F:16][C:11]1[CH:10]=[C:9]([N:5]2[CH2:4][C@H:3]([CH2:2][NH:1][C:17](=[O:19])[CH3:18])[O:7][C:6]2=[O:8])[CH:14]=[CH:13][C:12]=1[F:15], predict the reactants needed to synthesize it. The reactants are: [NH2:1][CH2:2][C@@H:3]1[O:7][C:6](=[O:8])[N:5]([C:9]2[CH:14]=[CH:13][C:12]([F:15])=[C:11]([F:16])[CH:10]=2)[CH2:4]1.[C:17](OC(=O)C)(=[O:19])[CH3:18]. (4) Given the product [CH3:20][O:19][C:11]1[C:12]([N+:16]([O-:18])=[O:17])=[CH:13][CH:14]=[CH:15][C:10]=1[C:8]1[O:7][C:6]([CH3:21])=[C:5]([C:3]([OH:4])=[O:2])[CH:9]=1, predict the reactants needed to synthesize it. The reactants are: C[O:2][C:3]([C:5]1[CH:9]=[C:8]([C:10]2[CH:15]=[CH:14][CH:13]=[C:12]([N+:16]([O-:18])=[O:17])[C:11]=2[O:19][CH3:20])[O:7][C:6]=1[CH3:21])=[O:4].[OH-].[Na+].